From a dataset of NCI-60 drug combinations with 297,098 pairs across 59 cell lines. Regression. Given two drug SMILES strings and cell line genomic features, predict the synergy score measuring deviation from expected non-interaction effect. (1) Drug 1: C1CCN(CC1)CCOC2=CC=C(C=C2)C(=O)C3=C(SC4=C3C=CC(=C4)O)C5=CC=C(C=C5)O. Drug 2: CC12CCC3C(C1CCC2=O)CC(=C)C4=CC(=O)C=CC34C. Cell line: U251. Synergy scores: CSS=46.7, Synergy_ZIP=0.434, Synergy_Bliss=-3.21, Synergy_Loewe=-2.71, Synergy_HSA=-2.79. (2) Drug 1: C1CN1P(=S)(N2CC2)N3CC3. Drug 2: CCC1(CC2CC(C3=C(CCN(C2)C1)C4=CC=CC=C4N3)(C5=C(C=C6C(=C5)C78CCN9C7C(C=CC9)(C(C(C8N6C)(C(=O)OC)O)OC(=O)C)CC)OC)C(=O)OC)O.OS(=O)(=O)O. Cell line: HCT-15. Synergy scores: CSS=14.2, Synergy_ZIP=-5.87, Synergy_Bliss=-1.05, Synergy_Loewe=-3.19, Synergy_HSA=-3.49. (3) Drug 1: CCC1(CC2CC(C3=C(CCN(C2)C1)C4=CC=CC=C4N3)(C5=C(C=C6C(=C5)C78CCN9C7C(C=CC9)(C(C(C8N6C=O)(C(=O)OC)O)OC(=O)C)CC)OC)C(=O)OC)O.OS(=O)(=O)O. Drug 2: COCCOC1=C(C=C2C(=C1)C(=NC=N2)NC3=CC=CC(=C3)C#C)OCCOC.Cl. Cell line: NCI/ADR-RES. Synergy scores: CSS=4.20, Synergy_ZIP=-2.63, Synergy_Bliss=-1.58, Synergy_Loewe=-1.39, Synergy_HSA=-1.32. (4) Drug 1: C1=NC2=C(N1)C(=S)N=C(N2)N. Drug 2: CC(C1=C(C=CC(=C1Cl)F)Cl)OC2=C(N=CC(=C2)C3=CN(N=C3)C4CCNCC4)N. Cell line: MALME-3M. Synergy scores: CSS=27.5, Synergy_ZIP=-3.69, Synergy_Bliss=2.16, Synergy_Loewe=-2.93, Synergy_HSA=0.881. (5) Drug 1: C1=C(C(=O)NC(=O)N1)N(CCCl)CCCl. Drug 2: C1=C(C(=O)NC(=O)N1)F. Cell line: OVCAR-8. Synergy scores: CSS=45.6, Synergy_ZIP=0.435, Synergy_Bliss=3.81, Synergy_Loewe=7.66, Synergy_HSA=10.5.